This data is from Full USPTO retrosynthesis dataset with 1.9M reactions from patents (1976-2016). The task is: Predict the reactants needed to synthesize the given product. (1) Given the product [F:1][C:2]1[C:30]([N:31]2[CH2:37][CH2:36][CH2:35][O:34][CH2:33][CH2:32]2)=[CH:29][C:5]2[NH:6][C:7]([C:9]3[C:13]([NH:14][C:15]([N:17]4[CH2:22][CH2:21][CH2:20][CH2:19][CH2:18]4)=[O:16])=[CH:12][NH:11][N:10]=3)=[N:8][C:4]=2[CH:3]=1, predict the reactants needed to synthesize it. The reactants are: [F:1][C:2]1[C:30]([N:31]2[CH2:37][CH2:36][CH2:35][O:34][CH2:33][CH2:32]2)=[CH:29][C:5]2[NH:6][C:7]([C:9]3[C:13]([NH:14][C:15]([N:17]4[CH2:22][CH2:21][CH2:20][CH2:19][CH2:18]4)=[O:16])=[CH:12][N:11](C4CCCCO4)[N:10]=3)=[N:8][C:4]=2[CH:3]=1.Cl. (2) Given the product [OH:1][CH:2]([C:8]1[S:9][CH:10]=[CH:11][CH:12]=1)[C:3]([O:5][CH2:6][CH3:7])=[O:4], predict the reactants needed to synthesize it. The reactants are: [O:1]=[C:2]([C:8]1[S:9][CH:10]=[CH:11][CH:12]=1)[C:3]([O:5][CH2:6][CH3:7])=[O:4].[BH4-].[Na+]. (3) Given the product [C:1]([NH:9][C:10]1[CH:22]=[C:21]([C:23]2[C:28]([F:29])=[CH:27][CH:26]=[CH:25][C:24]=2[Cl:30])[CH:20]=[CH:19][C:11]=1[C:12]([OH:14])=[O:13])(=[O:8])[C:2]1[CH:3]=[CH:4][CH:5]=[CH:6][CH:7]=1, predict the reactants needed to synthesize it. The reactants are: [C:1]([NH:9][C:10]1[CH:22]=[C:21]([C:23]2[C:28]([F:29])=[CH:27][CH:26]=[CH:25][C:24]=2[Cl:30])[CH:20]=[CH:19][C:11]=1[C:12]([O:14]C(C)(C)C)=[O:13])(=[O:8])[C:2]1[CH:7]=[CH:6][CH:5]=[CH:4][CH:3]=1. (4) Given the product [Cl:1][C:2]1[CH:7]=[CH:6][C:5]([C:8]2[CH:13]=[CH:12][CH:11]=[CH:10][C:9]=2[CH2:14][N:15]2[CH2:16][CH2:17][N:18]([C:22]3[CH:29]=[CH:28][C:25]([C:26]#[N:27])=[CH:24][CH:23]=3)[CH2:19][CH2:20]2)=[CH:4][CH:3]=1, predict the reactants needed to synthesize it. The reactants are: [Cl:1][C:2]1[CH:7]=[CH:6][C:5]([C:8]2[CH:13]=[CH:12][CH:11]=[CH:10][C:9]=2[CH2:14][N:15]2[CH2:20][CH2:19][NH:18][CH2:17][CH2:16]2)=[CH:4][CH:3]=1.F[C:22]1[CH:29]=[CH:28][C:25]([C:26]#[N:27])=[CH:24][CH:23]=1.C([O-])([O-])=O.[K+].[K+]. (5) Given the product [C:1]1([NH:7][C:8]2[S:18][C:11]([C:12]3[CH:13]=[N:14][CH:15]=[CH:16][CH:17]=3)=[N:10][N:9]=2)[CH:2]=[CH:3][CH:4]=[CH:5][CH:6]=1, predict the reactants needed to synthesize it. The reactants are: [C:1]1([NH:7][C:8](=[S:18])[NH:9]/[N:10]=[CH:11]/[C:12]2[CH:13]=[N:14][CH:15]=[CH:16][CH:17]=2)[CH:6]=[CH:5][CH:4]=[CH:3][CH:2]=1. (6) Given the product [OH:13][C:1]1[CH:6]=[CH:5][C:4]([O:7][CH2:8][C:9]([Cl:11])=[O:10])=[CH:3][CH:2]=1, predict the reactants needed to synthesize it. The reactants are: [C:1]1(C)[CH:6]=[CH:5][C:4]([O:7][CH2:8][C:9]([Cl:11])=[O:10])=[CH:3][CH:2]=1.[OH:13]C1C=CC(OCC(O)=O)=CC=1.O=S(Cl)Cl.